Task: Predict the product of the given reaction.. Dataset: Forward reaction prediction with 1.9M reactions from USPTO patents (1976-2016) (1) Given the reactants [C:1]([C:3]1[CH:8]=[CH:7][C:6]([NH:9][CH:10]([C:16]2[CH:21]=[C:20]([CH:22]=[CH2:23])[CH:19]=[C:18]([O:24][CH2:25][CH3:26])[CH:17]=2)[C:11]([O:13][CH2:14][CH3:15])=[O:12])=[CH:5][CH:4]=1)#[N:2].[B-](F)(F)(F)F.[N:32]#[O+:33].[C:34](#[N:36])[CH3:35], predict the reaction product. The product is: [C:1]([C:3]1[CH:8]=[CH:7][C:6]([NH:9][CH:10]([C:16]2[CH:21]=[C:20]([C:22]3[N:32]([OH:33])[C:34]([CH3:35])=[N:36][CH:23]=3)[CH:19]=[C:18]([O:24][CH2:25][CH3:26])[CH:17]=2)[C:11]([O:13][CH2:14][CH3:15])=[O:12])=[CH:5][CH:4]=1)#[N:2]. (2) Given the reactants [Cl:1][C:2]1[C:3]([O:12][C:13]2[CH:18]=[C:17]([O:19][CH:20]([CH3:22])[CH3:21])[CH:16]=[CH:15][C:14]=2/[CH:23]=[CH:24]/[C:25]([OH:27])=O)=[N:4][CH:5]=[C:6]([C:8]([F:11])([F:10])[F:9])[CH:7]=1.[CH3:28][O:29][CH2:30][CH2:31][CH2:32][S:33]([NH2:36])(=[O:35])=[O:34].N12CCCN=C1CCCCC2, predict the reaction product. The product is: [Cl:1][C:2]1[C:3]([O:12][C:13]2[CH:18]=[C:17]([O:19][CH:20]([CH3:22])[CH3:21])[CH:16]=[CH:15][C:14]=2/[CH:23]=[CH:24]/[C:25]([NH:36][S:33]([CH2:32][CH2:31][CH2:30][O:29][CH3:28])(=[O:35])=[O:34])=[O:27])=[N:4][CH:5]=[C:6]([C:8]([F:10])([F:11])[F:9])[CH:7]=1.